Dataset: Catalyst prediction with 721,799 reactions and 888 catalyst types from USPTO. Task: Predict which catalyst facilitates the given reaction. (1) Reactant: [F:1][C:2]1[CH:8]=[CH:7][CH:6]=[CH:5][C:3]=1[NH2:4].[H-].[Na+].F[C:12]1[CH:17]=[CH:16][CH:15]=[CH:14][C:13]=1[N+:18]([O-:20])=[O:19]. The catalyst class is: 3. Product: [F:1][C:2]1[CH:8]=[CH:7][CH:6]=[CH:5][C:3]=1[NH:4][C:12]1[CH:17]=[CH:16][CH:15]=[CH:14][C:13]=1[N+:18]([O-:20])=[O:19]. (2) The catalyst class is: 2. Reactant: [F:1][CH:2]1[CH:7]([CH2:8][C:9]([O:11][CH2:12][CH3:13])=[O:10])[CH2:6][CH2:5][N:4]([CH2:14][CH2:15][N:16](C(OC(C)(C)C)=O)[CH3:17])[CH2:3]1.C(O)(C(F)(F)F)=O. Product: [F:1][CH:2]1[CH:7]([CH2:8][C:9]([O:11][CH2:12][CH3:13])=[O:10])[CH2:6][CH2:5][N:4]([CH2:14][CH2:15][NH:16][CH3:17])[CH2:3]1. (3) Reactant: [CH2:1](O[C@H]1C2C(=CC(OCCC)=CC=2)[C@@H](N)C1)C=C.C(O[BH-](OC(=O)C)OC(=O)C)(=O)C.[Na+].[CH2:33]1[CH:37]2[CH2:38][NH:39][CH2:40][CH:36]2[CH2:35][N:34]1[C:41]([O:43][C:44]([CH3:47])([CH3:46])[CH3:45])=[O:42].C=O.[OH-].[Na+]. Product: [CH3:1][N:39]1[CH2:38][CH:37]2[CH2:33][N:34]([C:41]([O:43][C:44]([CH3:47])([CH3:46])[CH3:45])=[O:42])[CH2:35][CH:36]2[CH2:40]1. The catalyst class is: 26. (4) Reactant: [OH:1][CH2:2][C@@H:3]1[CH2:7][C@H:6]([NH:8]C(=O)OC(C)(C)C)[CH:5]=[CH:4]1.[ClH:16]. Product: [ClH:16].[NH2:8][C@H:6]1[CH2:7][C@@H:3]([CH2:2][OH:1])[CH:4]=[CH:5]1. The catalyst class is: 8. (5) Reactant: CCN=C=NC[CH2:7][CH2:8][N:9]([CH3:11])[CH3:10].[NH:12]1[CH2:17][CH2:16][CH:15]([CH2:18][CH2:19][OH:20])[CH2:14][CH2:13]1.C(N(CC)CC)C.[S:28](Cl)([C:31]1[CH:37]=[CH:36][C:34]([CH3:35])=[CH:33][CH:32]=1)(=[O:30])=[O:29].CN(C=[O:43])C. Product: [CH3:11][N:9]([CH3:10])[CH2:8][C:7]([N:12]1[CH2:17][CH2:16][CH:15]([CH2:18][CH2:19][O:20][S:28]([C:31]2[CH:37]=[CH:36][C:34]([CH3:35])=[CH:33][CH:32]=2)(=[O:30])=[O:29])[CH2:14][CH2:13]1)=[O:43]. The catalyst class is: 674. (6) Reactant: [Br:1][C:2]1[S:6][C:5]([NH:7][C:8](=[O:14])[O:9][C:10]([CH3:13])([CH3:12])[CH3:11])=[N:4][CH:3]=1.C(=O)([O-])[O-].[Cs+].[Cs+].[O:21]1[C:26]2[CH:27]=[CH:28][C:29]([CH2:31][C@H:32]3[CH2:36]OS(=O)(=O)[N:33]3[C:39]([O:41][C:42]([CH3:45])([CH3:44])[CH3:43])=[O:40])=[CH:30][C:25]=2[O:24][CH2:23][CH2:22]1. Product: [Br:1][C:2]1[S:6][C:5]([N:7]([CH2:36][C@@H:32]([NH:33][C:39]([O:41][C:42]([CH3:43])([CH3:45])[CH3:44])=[O:40])[CH2:31][C:29]2[CH:28]=[CH:27][C:26]3[O:21][CH2:22][CH2:23][O:24][C:25]=3[CH:30]=2)[C:8](=[O:14])[O:9][C:10]([CH3:11])([CH3:13])[CH3:12])=[N:4][CH:3]=1. The catalyst class is: 1. (7) Reactant: O=[Al-:2]=O.[Na+:4].[Si:5]([O-])([O-:8])([O-:7])[O-:6].[Na+].[Na+].[Na+].[Na+]. Product: [O-:7][Si:5]([O-:8])=[O:6].[O-:7][Si:5]([O-:8])=[O:6].[Na+:4].[Al+3:2]. The catalyst class is: 6.